The task is: Predict the reactants needed to synthesize the given product.. This data is from Retrosynthesis with 50K atom-mapped reactions and 10 reaction types from USPTO. (1) Given the product CC(C)(O)C#Cc1ccc2c(c1)-c1nc(C(N)=O)c(CN3CCC(=O)C3)n1CCO2, predict the reactants needed to synthesize it. The reactants are: C#CC(C)(C)O.NC(=O)c1nc2n(c1CN1CCC(=O)C1)CCOc1ccc(Br)cc1-2. (2) Given the product CCOC(=O)c1ccc(N)cc1OCC, predict the reactants needed to synthesize it. The reactants are: CCOC(=O)c1ccc([N+](=O)[O-])cc1OCC. (3) Given the product CNC(=O)c1ccc(F)c2c(C(O)C(=O)N3CCN(C(=O)c4ccccc4)CC3)c[nH]c12, predict the reactants needed to synthesize it. The reactants are: CNC(=O)c1ccc(F)c2c(C(=O)C(=O)N3CCN(C(=O)c4ccccc4)CC3)c[nH]c12. (4) Given the product O=C(O)c1ccc(OC2CCCCC2)nc1, predict the reactants needed to synthesize it. The reactants are: O=C(O)c1ccc(Cl)nc1.OC1CCCCC1.